From a dataset of Reaction yield outcomes from USPTO patents with 853,638 reactions. Predict the reaction yield, written as a fraction of the theoretical maximum amount of product (1.0 means a 100% yield; for example, 0.34 means a 34% yield). (1) The reactants are Br[C:2]1[CH:9]=[CH:8][CH:7]=[CH:6][C:3]=1[C:4]#[N:5].[F:10][C:11]1[CH:16]=[CH:15][C:14]([N+:17]([O-:19])=[O:18])=[CH:13][C:12]=1B1OC(C)(C)C(C)(C)O1. No catalyst specified. The product is [F:10][C:11]1[CH:16]=[CH:15][C:14]([N+:17]([O-:19])=[O:18])=[CH:13][C:12]=1[C:2]1[C:3]([C:4]#[N:5])=[CH:6][CH:7]=[CH:8][CH:9]=1. The yield is 1.00. (2) The catalyst is CN(C)C=O. The product is [CH3:1][O:2][C:3]1[CH:14]=[CH:13][C:6]([CH2:7][C:8]([CH2:18][CH2:19][C:20]([F:23])([F:22])[F:21])([C:11]#[N:12])[C:9]#[N:10])=[CH:5][CH:4]=1. The yield is 0.270. The reactants are [CH3:1][O:2][C:3]1[CH:14]=[CH:13][C:6]([CH2:7][CH:8]([C:11]#[N:12])[C:9]#[N:10])=[CH:5][CH:4]=1.[H-].[Na+].Br[CH2:18][CH2:19][C:20]([F:23])([F:22])[F:21]. (3) The reactants are [I:1]N1C(=O)CCC1=O.[C:9]([C:13]1[N:18]=[C:17]([OH:19])[C:16]([C:20]#[N:21])=[CH:15][CH:14]=1)([CH3:12])([CH3:11])[CH3:10]. The catalyst is ClCCCl.FC(F)(F)C(O)=O. The product is [I:1][C:14]1[CH:15]=[C:16]([C:20]#[N:21])[C:17]([OH:19])=[N:18][C:13]=1[C:9]([CH3:12])([CH3:10])[CH3:11]. The yield is 0.920. (4) The reactants are [Cl:1][C:2]1[CH:22]=[C:21]([Cl:23])[CH:20]=[CH:19][C:3]=1[CH2:4][N:5]1[C:9]([CH2:10][CH2:11][C:12]([OH:14])=O)=[CH:8][C:7]([O:15][CH:16]([CH3:18])[CH3:17])=[N:6]1.[CH3:24][CH:25]([S:27]([NH2:30])(=[O:29])=[O:28])[CH3:26].N12CCCN=C1CCCCC2. The catalyst is O1CCCC1. The product is [Cl:1][C:2]1[CH:22]=[C:21]([Cl:23])[CH:20]=[CH:19][C:3]=1[CH2:4][N:5]1[C:9]([CH2:10][CH2:11][C:12]([NH:30][S:27]([CH:25]([CH3:26])[CH3:24])(=[O:29])=[O:28])=[O:14])=[CH:8][C:7]([O:15][CH:16]([CH3:18])[CH3:17])=[N:6]1. The yield is 0.540. (5) The reactants are [C:1]([C:3]1[CH:4]=[C:5]([CH:9]=[CH:10][C:11]=1[O:12][CH:13]([CH3:15])[CH3:14])[C:6]([OH:8])=O)#[N:2].C(Cl)(=O)C(Cl)=O.[CH2:22]([CH2:24][NH2:25])[OH:23]. The catalyst is C(Cl)Cl.CN(C=O)C. The product is [C:1]([C:3]1[CH:4]=[C:5]([CH:9]=[CH:10][C:11]=1[O:12][CH:13]([CH3:15])[CH3:14])[C:6]([NH:25][CH2:24][CH2:22][OH:23])=[O:8])#[N:2]. The yield is 0.830. (6) The reactants are [C:1]1(=O)[C:11]2=[C:12]3[C:7](=[CH:8][CH:9]=[CH:10]2)[CH:6]=[CH:5][CH:4]=[C:3]3[C:2]1=O.[CH2:15]([C:18]1[CH:24]=[C:23]([CH:25]([CH3:27])[CH3:26])[C:21]([NH2:22])=[C:20]([CH:28]([CH3:30])[CH3:29])[CH:19]=1)[CH:16]=[CH2:17]. The catalyst is C(O)(=O)C. The product is [CH2:15]([C:18]1[CH:19]=[C:20]([CH:28]([CH3:30])[CH3:29])[C:21]([N:22]=[C:1]2[C:11]3[C:12]4[C:7]([CH:8]=[CH:9][CH:10]=3)=[CH:6][CH:5]=[CH:4][C:3]=4[C:2]2=[N:22][C:21]2[C:23]([CH:25]([CH3:26])[CH3:27])=[CH:24][C:18]([CH2:15][CH:16]=[CH2:17])=[CH:19][C:20]=2[CH:28]([CH3:30])[CH3:29])=[C:23]([CH:25]([CH3:26])[CH3:27])[CH:24]=1)[CH:16]=[CH2:17]. The yield is 0.820. (7) The reactants are [CH3:1][O:2][C:3]([NH:5][C@H:6]([C:11]([N:13]1[CH2:66][CH2:65][CH2:64][C@H:14]1[C:15]([NH:17][C:18]1[CH:23]=[CH:22][C:21]([CH2:24][N:25]([CH2:32][C:33]2[CH:38]=[CH:37][C:36]([NH:39][C:40](=[O:63])[C@@H:41]3[CH2:45][CH2:44][CH2:43][N:42]3[C:46](=[O:62])[C@H:47]([NH:54]C(OC(C)(C)C)=O)[C:48]3[CH:53]=[CH:52][CH:51]=[CH:50][CH:49]=3)=[CH:35][CH:34]=2)[C:26]2[CH:31]=[CH:30][CH:29]=[CH:28][CH:27]=2)=[CH:20][CH:19]=1)=[O:16])=[O:12])[C:7]([CH3:10])([CH3:9])[CH3:8])=[O:4].FC(F)(F)C(O)=O. The catalyst is C(Cl)Cl. The product is [CH3:1][O:2][C:3]([NH:5][C@H:6]([C:11]([N:13]1[CH2:66][CH2:65][CH2:64][C@H:14]1[C:15]([NH:17][C:18]1[CH:23]=[CH:22][C:21]([CH2:24][N:25]([CH2:32][C:33]2[CH:34]=[CH:35][C:36]([NH:39][C:40](=[O:63])[C@@H:41]3[CH2:45][CH2:44][CH2:43][N:42]3[C:46](=[O:62])[C@H:47]([NH2:54])[C:48]3[CH:53]=[CH:52][CH:51]=[CH:50][CH:49]=3)=[CH:37][CH:38]=2)[C:26]2[CH:31]=[CH:30][CH:29]=[CH:28][CH:27]=2)=[CH:20][CH:19]=1)=[O:16])=[O:12])[C:7]([CH3:10])([CH3:9])[CH3:8])=[O:4]. The yield is 0.940. (8) The reactants are Br[CH2:2]/[CH:3]=[CH:4]/[C:5]([NH:7][C:8]1[CH:9]=[C:10]2[C:15](=[CH:16][C:17]=1[O:18][CH2:19][CH3:20])[N:14]=[CH:13][N:12]=[C:11]2[NH:21][C:22]1[CH:27]=[CH:26][C:25]([F:28])=[C:24]([Cl:29])[CH:23]=1)=[O:6].C(N(C(C)C)CC)(C)C.[O:39]1[C@H:44]2[CH2:45][NH:46][CH2:47][C@@H:43]2[O:42][CH2:41][CH2:40]1.O. The catalyst is CC(N(C)C)=O. The product is [Cl:29][C:24]1[CH:23]=[C:22]([NH:21][C:11]2[C:10]3[C:15](=[CH:16][C:17]([O:18][CH2:19][CH3:20])=[C:8]([NH:7][C:5](=[O:6])/[CH:4]=[CH:3]/[CH2:2][N:46]4[CH2:45][C@@H:44]5[O:39][CH2:40][CH2:41][O:42][C@H:43]5[CH2:47]4)[CH:9]=3)[N:14]=[CH:13][N:12]=2)[CH:27]=[CH:26][C:25]=1[F:28]. The yield is 0.363. (9) The reactants are [CH2:1]([NH:5][C:6](=[O:33])[C:7]([NH:9][CH2:10][CH2:11][CH2:12][CH2:13][CH2:14][O:15][Si](C(C)(C)C)(C1C=CC=CC=1)C1C=CC=CC=1)=[O:8])[CH2:2][CH2:3][CH3:4]. The catalyst is C1COCC1. The product is [CH2:1]([NH:5][C:6](=[O:33])[C:7]([NH:9][CH2:10][CH2:11][CH2:12][CH2:13][CH2:14][OH:15])=[O:8])[CH2:2][CH2:3][CH3:4]. The yield is 0.920.